This data is from NCI-60 drug combinations with 297,098 pairs across 59 cell lines. The task is: Regression. Given two drug SMILES strings and cell line genomic features, predict the synergy score measuring deviation from expected non-interaction effect. (1) Drug 1: C1C(C(OC1N2C=C(C(=O)NC2=O)F)CO)O. Synergy scores: CSS=24.2, Synergy_ZIP=-8.31, Synergy_Bliss=-2.64, Synergy_Loewe=-3.94, Synergy_HSA=-1.54. Drug 2: CC1=C(C(=CC=C1)Cl)NC(=O)C2=CN=C(S2)NC3=CC(=NC(=N3)C)N4CCN(CC4)CCO. Cell line: IGROV1. (2) Synergy scores: CSS=7.79, Synergy_ZIP=-0.613, Synergy_Bliss=4.28, Synergy_Loewe=-3.70, Synergy_HSA=0.116. Drug 2: CN1C2=C(C=C(C=C2)N(CCCl)CCCl)N=C1CCCC(=O)O.Cl. Drug 1: CNC(=O)C1=CC=CC=C1SC2=CC3=C(C=C2)C(=NN3)C=CC4=CC=CC=N4. Cell line: SW-620.